Dataset: Catalyst prediction with 721,799 reactions and 888 catalyst types from USPTO. Task: Predict which catalyst facilitates the given reaction. (1) Reactant: [N+]([C:4]1[CH:5]=[C:6]([C:11]2[CH:16]=[CH:15][CH:14]=[CH:13][N:12]=2)[N+:7]([O-:10])=[CH:8][CH:9]=1)([O-])=O.C([Br:20])(=O)C. Product: [Br:20][C:4]1[CH:5]=[C:6]([C:11]2[CH:16]=[CH:15][CH:14]=[CH:13][N:12]=2)[N+:7]([O-:10])=[CH:8][CH:9]=1. The catalyst class is: 15. (2) Reactant: I[C:2]1[C:6]2=[N:7][C:8]([C:11]([O:13][CH3:14])=[O:12])=[CH:9][CH:10]=[C:5]2[N:4]([S:15]([C:18]2[CH:23]=[CH:22][C:21]([CH3:24])=[CH:20][CH:19]=2)(=[O:17])=[O:16])[CH:3]=1.[CH3:25][O:26][C:27]1[CH:28]=[C:29](B2OC(C)(C)C(C)(C)O2)[CH:30]=[N:31][CH:32]=1.[O-]P([O-])([O-])=O.[K+].[K+].[K+].Cl. Product: [CH3:25][O:26][C:27]1[CH:28]=[C:29]([C:2]2[C:6]3=[N:7][C:8]([C:11]([O:13][CH3:14])=[O:12])=[CH:9][CH:10]=[C:5]3[N:4]([S:15]([C:18]3[CH:23]=[CH:22][C:21]([CH3:24])=[CH:20][CH:19]=3)(=[O:17])=[O:16])[CH:3]=2)[CH:30]=[N:31][CH:32]=1. The catalyst class is: 378. (3) Reactant: [F:1][C:2]1[CH:3]=[C:4]([CH:40]=[C:41]([F:43])[CH:42]=1)[CH2:5][C@H:6]1[C@@H:10]([C@H:11]2[CH2:20][C:19]3[C:14](=[C:15]([O:21][Si:22]([CH:29]([CH3:31])[CH3:30])([CH:26]([CH3:28])[CH3:27])[CH:23]([CH3:25])[CH3:24])[CH:16]=[CH:17][CH:18]=3)[CH2:13][N:12]2C(OC(C)(C)C)=O)[O:9][C:8](=[O:39])[NH:7]1.C(O)(C(F)(F)F)=O. Product: [F:43][C:41]1[CH:40]=[C:4]([CH:3]=[C:2]([F:1])[CH:42]=1)[CH2:5][C@H:6]1[C@@H:10]([C@H:11]2[CH2:20][C:19]3[C:14](=[C:15]([O:21][Si:22]([CH:29]([CH3:30])[CH3:31])([CH:23]([CH3:24])[CH3:25])[CH:26]([CH3:27])[CH3:28])[CH:16]=[CH:17][CH:18]=3)[CH2:13][NH:12]2)[O:9][C:8](=[O:39])[NH:7]1. The catalyst class is: 2. (4) Reactant: Br[C:2]1[CH:7]=[C:6]([CH3:8])[CH:5]=[C:4]([Br:9])[N:3]=1.[NH4+:10].[Cl-]. Product: [Br:9][C:4]1[N:3]=[C:2]([C:2]2[CH:7]=[C:6]([CH3:8])[CH:5]=[CH:4][N:10]=2)[CH:7]=[C:6]([CH3:8])[CH:5]=1. The catalyst class is: 11. (5) Reactant: Cl[C:2]1[O:3][C:4]([C:7]2[N:8]([C:17]([O:19][C:20]([CH3:23])([CH3:22])[CH3:21])=[O:18])[C:9]3[C:14]([CH:15]=2)=[CH:13][C:12]([F:16])=[CH:11][CH:10]=3)=[CH:5][N:6]=1.[NH2:24][C:25]1[CH:26]=[C:27]([NH:31][S:32]([CH3:35])(=[O:34])=[O:33])[CH:28]=[CH:29][CH:30]=1. Product: [F:16][C:12]1[CH:13]=[C:14]2[C:9](=[CH:10][CH:11]=1)[N:8]([C:17]([O:19][C:20]([CH3:23])([CH3:22])[CH3:21])=[O:18])[C:7]([C:4]1[O:3][C:2]([NH:24][C:25]3[CH:30]=[CH:29][CH:28]=[C:27]([NH:31][S:32]([CH3:35])(=[O:34])=[O:33])[CH:26]=3)=[N:6][CH:5]=1)=[CH:15]2. The catalyst class is: 41. (6) Reactant: [F:1][C:2]1[CH:3]=[C:4]([CH:7]=[CH:8][C:9]=1[OH:10])[C:5]#[N:6].C(=O)([O-])[O-].[K+].[K+].[CH2:17](Br)[C:18]1[CH:23]=[CH:22][CH:21]=[CH:20][CH:19]=1. Product: [CH2:17]([O:10][C:9]1[CH:8]=[CH:7][C:4]([C:5]#[N:6])=[CH:3][C:2]=1[F:1])[C:18]1[CH:23]=[CH:22][CH:21]=[CH:20][CH:19]=1. The catalyst class is: 647. (7) Product: [Cl:1][C:2]1[CH:7]=[CH:6][CH:5]=[CH:4][C:3]=1[C:8]1[CH:17]=[C:16]([CH2:18][N:39]2[CH2:40][CH2:41][N:36]([C:29]([O:31][C:32]([CH3:35])([CH3:34])[CH3:33])=[O:30])[CH2:37][CH:38]2[CH3:42])[CH:15]=[C:14]2[C:9]=1[CH2:10][NH:11][C:12](=[O:28])[N:13]2[C:20]1[C:21]([Cl:27])=[CH:22][CH:23]=[CH:24][C:25]=1[Cl:26]. Reactant: [Cl:1][C:2]1[CH:7]=[CH:6][CH:5]=[CH:4][C:3]=1[C:8]1[CH:17]=[C:16]([CH:18]=O)[CH:15]=[C:14]2[C:9]=1[CH2:10][NH:11][C:12](=[O:28])[N:13]2[C:20]1[C:25]([Cl:26])=[CH:24][CH:23]=[CH:22][C:21]=1[Cl:27].[C:29]([N:36]1[CH2:41][CH2:40][NH:39][CH:38]([CH3:42])[CH2:37]1)([O:31][C:32]([CH3:35])([CH3:34])[CH3:33])=[O:30].C(O[BH-](OC(=O)C)OC(=O)C)(=O)C.[Na+].C(O)(=O)C. The catalyst class is: 68.